Dataset: CYP1A2 inhibition data for predicting drug metabolism from PubChem BioAssay. Task: Regression/Classification. Given a drug SMILES string, predict its absorption, distribution, metabolism, or excretion properties. Task type varies by dataset: regression for continuous measurements (e.g., permeability, clearance, half-life) or binary classification for categorical outcomes (e.g., BBB penetration, CYP inhibition). Dataset: cyp1a2_veith. (1) The molecule is CCOc1ccc(CC(=O)Nc2sc(Cc3ccccc3)c(C)c2C(N)=O)cc1OCC. The result is 0 (non-inhibitor). (2) The molecule is Cn1cccc1C(=O)N1CCC2(CCCN(c3cccc(-c4ccccc4)c3)C2)CC1. The result is 1 (inhibitor). (3) The molecule is CCOc1cc(NC(=S)Nc2cccc(OC)c2)c(OCC)cc1NC(=O)c1ccc(C)cc1. The result is 1 (inhibitor). (4) The compound is CC(C)C[C@H](N)CSSC[C@@H](N)CC(C)C. The result is 0 (non-inhibitor). (5) The drug is CN(C(=O)c1ccncc1)c1ccccc1. The result is 0 (non-inhibitor). (6) The drug is O=c1c(-c2cccs2)nc2cncnc2n1Cc1ccc(F)cc1. The result is 1 (inhibitor). (7) The compound is COc1ccc(N2C(N)=NC(N)=NC2(C)C)cc1.Cl. The result is 0 (non-inhibitor). (8) The molecule is FC(F)(F)c1ccccc1-c1nc(NCc2cccs2)c2ccccc2n1. The result is 1 (inhibitor). (9) The compound is C[C@H]1COC(=O)C/C=C\[C@@H](C)COC(=O)[C@H](C)NC1=O. The result is 0 (non-inhibitor).